This data is from Full USPTO retrosynthesis dataset with 1.9M reactions from patents (1976-2016). The task is: Predict the reactants needed to synthesize the given product. Given the product [F:8][C:7]1[CH:6]=[CH:5][C:4]([C:9]2([C:19]3[CH:24]=[CH:23][C:22]([O:25][C:26]([F:29])([F:28])[F:27])=[CH:21][CH:20]=3)[C:13]3=[N:14][CH2:15][CH2:16][CH2:17][N:12]3[C:11]([NH2:18])=[N:10]2)=[CH:3][C:2]=1[N:33]1[CH:32]=[C:31]([F:30])[CH:36]=[N:51][CH2:34]1, predict the reactants needed to synthesize it. The reactants are: Br[C:2]1[CH:3]=[C:4]([C:9]2([C:19]3[CH:24]=[CH:23][C:22]([O:25][C:26]([F:29])([F:28])[F:27])=[CH:21][CH:20]=3)[C:13]3=[N:14][CH2:15][CH2:16][CH2:17][N:12]3[C:11]([NH2:18])=[N:10]2)[CH:5]=[CH:6][C:7]=1[F:8].[F:30][C:31]1[CH:32]=[N:33][CH:34]=C([Sn](CCCC)(CCCC)CCCC)[CH:36]=1.C[N:51](C=O)C.